From a dataset of Full USPTO retrosynthesis dataset with 1.9M reactions from patents (1976-2016). Predict the reactants needed to synthesize the given product. (1) Given the product [C:20]([O:24][CH2:25][CH2:26][O:27][C:28]1[CH:29]=[C:30]([NH:31][CH:2]([C:14]2[CH:15]=[N:16][CH:17]=[CH:18][CH:19]=2)[C:3]([C:5]2[C:13]3[C:8](=[CH:9][CH:10]=[CH:11][CH:12]=3)[NH:7][CH:6]=2)=[O:4])[CH:32]=[C:33]([O:35][CH3:36])[CH:34]=1)([CH3:23])([CH3:22])[CH3:21], predict the reactants needed to synthesize it. The reactants are: Br[CH:2]([C:14]1[CH:15]=[N:16][CH:17]=[CH:18][CH:19]=1)[C:3]([C:5]1[C:13]2[C:8](=[CH:9][CH:10]=[CH:11][CH:12]=2)[NH:7][CH:6]=1)=[O:4].[C:20]([O:24][CH2:25][CH2:26][O:27][C:28]1[CH:29]=[C:30]([CH:32]=[C:33]([O:35][CH3:36])[CH:34]=1)[NH2:31])([CH3:23])([CH3:22])[CH3:21]. (2) The reactants are: [O:1]=[C:2]1[CH2:5][N:4]([C:6]([O:8][C:9]([CH3:12])([CH3:11])[CH3:10])=[O:7])[CH2:3]1.C([N:15]([CH2:18]C)CC)C.[Si:20](C#N)([CH3:23])([CH3:22])[CH3:21]. Given the product [C:18]([C:2]1([O:1][Si:20]([CH3:23])([CH3:22])[CH3:21])[CH2:5][N:4]([C:6]([O:8][C:9]([CH3:12])([CH3:11])[CH3:10])=[O:7])[CH2:3]1)#[N:15], predict the reactants needed to synthesize it. (3) Given the product [NH2:6][CH2:5][C:14]([C:10]1[CH:9]=[C:8]([CH3:7])[CH:13]=[CH:12][N:11]=1)([OH:18])[CH2:15][CH2:16][CH3:17], predict the reactants needed to synthesize it. The reactants are: [Si]([C:5]#[N:6])(C)(C)C.[CH3:7][C:8]1[CH:13]=[CH:12][N:11]=[C:10]([C:14](=[O:18])[CH2:15][CH2:16][CH3:17])[CH:9]=1.[H-].[H-].[H-].[H-].[Li+].[Al+3]. (4) Given the product [F:1][C:2]1[CH:7]=[CH:6][C:5]([O:8][C:9](=[O:33])[N:10]([C@@H:12]2[C@@H:16]([C:17]3[CH:22]=[CH:21][C:20]([Cl:23])=[C:19]([Cl:24])[CH:18]=3)[CH2:15][N:14]([C:25]([CH:27]3[CH2:32][CH2:31][N:30]([C:35]4[CH:42]=[CH:41][C:38]([C:39]#[N:40])=[CH:37][N:36]=4)[CH2:29][CH2:28]3)=[O:26])[CH2:13]2)[CH3:11])=[CH:4][CH:3]=1, predict the reactants needed to synthesize it. The reactants are: [F:1][C:2]1[CH:7]=[CH:6][C:5]([O:8][C:9](=[O:33])[N:10]([C@@H:12]2[C@@H:16]([C:17]3[CH:22]=[CH:21][C:20]([Cl:23])=[C:19]([Cl:24])[CH:18]=3)[CH2:15][N:14]([C:25]([CH:27]3[CH2:32][CH2:31][NH:30][CH2:29][CH2:28]3)=[O:26])[CH2:13]2)[CH3:11])=[CH:4][CH:3]=1.Cl[C:35]1[CH:42]=[CH:41][C:38]([C:39]#[N:40])=[CH:37][N:36]=1.C(N(CC)C(C)C)(C)C. (5) Given the product [C:7]([O:11][C:12]([N:14]1[CH2:19][C@H:18]([CH2:20][N:32]2[C@H:33]([CH3:37])[CH2:34][O:35][CH2:36][C@H:31]2[CH3:30])[N:17]([CH2:22][C:23]2[CH:28]=[CH:27][CH:26]=[CH:25][CH:24]=2)[CH2:16][C@H:15]1[CH3:29])=[O:13])([CH3:10])([CH3:9])[CH3:8], predict the reactants needed to synthesize it. The reactants are: C([O-])([O-])=O.[K+].[K+].[C:7]([O:11][C:12]([N:14]1[CH2:19][C@H:18]([CH2:20]Cl)[N:17]([CH2:22][C:23]2[CH:28]=[CH:27][CH:26]=[CH:25][CH:24]=2)[CH2:16][C@H:15]1[CH3:29])=[O:13])([CH3:10])([CH3:9])[CH3:8].[CH3:30][C@@H:31]1[CH2:36][O:35][CH2:34][C@@H:33]([CH3:37])[NH:32]1. (6) Given the product [CH2:1]([O:8][C:9]([N:11]1[CH2:12][CH2:13][CH:26]([OH:21])[CH:25]([OH:29])[CH2:28]1)=[O:10])[C:2]1[CH:7]=[CH:6][CH:5]=[CH:4][CH:3]=1, predict the reactants needed to synthesize it. The reactants are: [CH2:1]([O:8][C:9]([N:11]1CC=C[CH2:13][CH2:12]1)=[O:10])[C:2]1[CH:7]=[CH:6][CH:5]=[CH:4][CH:3]=1.C[N+]1([O-])CC[O:21]CC1.[C:25]([OH:29])([CH3:28])(C)[CH3:26].S(=O)(O)[O-].[Na+]. (7) Given the product [CH:19]1([CH2:18][N:11]2[C:12](=[O:13])[C:14]3[N:17]=[C:7]([C:1]4[CH:6]=[CH:5][C:35]([CH:34]=[O:36])=[CH:3][CH:2]=4)[NH:16][C:15]=3[N:8]([CH2:7][CH:1]3[CH2:2][CH2:3][CH2:4][CH2:5][CH2:6]3)[C:9]2=[O:10])[CH2:24][CH2:23][CH2:22][CH2:21][CH2:20]1, predict the reactants needed to synthesize it. The reactants are: [CH:1]1([CH2:7][N:8]2[C:15]([NH2:16])=[C:14]([NH2:17])[C:12](=[O:13])[N:11]([CH2:18][CH:19]3[CH2:24][CH2:23][CH2:22][CH2:21][CH2:20]3)[C:9]2=[O:10])[CH2:6][CH2:5][CH2:4][CH2:3][CH2:2]1.II.[O-]S([O-])(=S)=O.[Na+].[Na+].[CH2:34]([OH:36])[CH3:35].